This data is from Forward reaction prediction with 1.9M reactions from USPTO patents (1976-2016). The task is: Predict the product of the given reaction. (1) Given the reactants [Cl:1][C:2]1[CH:23]=[CH:22][C:5]([CH2:6][CH2:7][O:8][C:9]2[N:14]=[N:13][C:12]([C:15]3[CH:21]=[CH:20][C:18]([NH2:19])=[CH:17][CH:16]=3)=[CH:11][CH:10]=2)=[CH:4][CH:3]=1.[F:24][C:25]([F:31])([F:30])[S:26](Cl)(=[O:28])=[O:27].O, predict the reaction product. The product is: [Cl:1][C:2]1[CH:3]=[CH:4][C:5]([CH2:6][CH2:7][O:8][C:9]2[N:14]=[N:13][C:12]([C:15]3[CH:21]=[CH:20][C:18]([NH:19][S:26]([C:25]([F:31])([F:30])[F:24])(=[O:28])=[O:27])=[CH:17][CH:16]=3)=[CH:11][CH:10]=2)=[CH:22][CH:23]=1. (2) Given the reactants [OH:1][C@@H:2]([CH2:18][N:19]1[CH2:24][CH2:23][CH:22]([C:25]2[CH:34]=[CH:33][C:32]3[C:27](=[CH:28][CH:29]=[CH:30][CH:31]=3)[CH:26]=2)[CH2:21][CH2:20]1)[CH2:3][O:4][C:5]1[CH:17]=[CH:16][CH:15]=[CH:14][C:6]=1[CH:7]=[C:8]1[CH2:13][CH2:12][O:11][C:9]1=[O:10], predict the reaction product. The product is: [OH:1][C@@H:2]([CH2:18][N:19]1[CH2:20][CH2:21][CH:22]([C:25]2[CH:34]=[CH:33][C:32]3[C:27](=[CH:28][CH:29]=[CH:30][CH:31]=3)[CH:26]=2)[CH2:23][CH2:24]1)[CH2:3][O:4][C:5]1[CH:17]=[CH:16][CH:15]=[CH:14][C:6]=1/[CH:7]=[C:8]1\[C:9]([O:11][CH2:12][CH2:13]\1)=[O:10]. (3) Given the reactants [F:1][C:2]([F:8])([CH:5]([F:7])[F:6])[CH2:3][OH:4].[H-].[Na+].Cl[C:12]1[C:17]([Cl:18])=[CH:16][CH:15]=[CH:14][N:13]=1, predict the reaction product. The product is: [Cl:18][C:17]1[C:12]([O:4][CH2:3][C:2]([F:8])([F:1])[CH:5]([F:7])[F:6])=[N:13][CH:14]=[CH:15][CH:16]=1.